Dataset: NCI-60 drug combinations with 297,098 pairs across 59 cell lines. Task: Regression. Given two drug SMILES strings and cell line genomic features, predict the synergy score measuring deviation from expected non-interaction effect. (1) Drug 1: CC1C(C(CC(O1)OC2CC(CC3=C2C(=C4C(=C3O)C(=O)C5=C(C4=O)C(=CC=C5)OC)O)(C(=O)C)O)N)O.Cl. Drug 2: CC1C(C(CC(O1)OC2CC(CC3=C2C(=C4C(=C3O)C(=O)C5=C(C4=O)C(=CC=C5)OC)O)(C(=O)CO)O)N)O.Cl. Cell line: MALME-3M. Synergy scores: CSS=49.9, Synergy_ZIP=0.487, Synergy_Bliss=3.70, Synergy_Loewe=-1.84, Synergy_HSA=3.65. (2) Drug 1: C1C(C(OC1N2C=NC3=C(N=C(N=C32)Cl)N)CO)O. Cell line: A498. Synergy scores: CSS=8.61, Synergy_ZIP=-4.45, Synergy_Bliss=-3.47, Synergy_Loewe=-12.4, Synergy_HSA=-2.28. Drug 2: CC12CCC3C(C1CCC2OP(=O)(O)O)CCC4=C3C=CC(=C4)OC(=O)N(CCCl)CCCl.[Na+]. (3) Drug 1: C1=NC2=C(N=C(N=C2N1C3C(C(C(O3)CO)O)O)F)N. Drug 2: C1=NC2=C(N=C(N=C2N1C3C(C(C(O3)CO)O)F)Cl)N. Cell line: NCI-H522. Synergy scores: CSS=6.99, Synergy_ZIP=-5.12, Synergy_Bliss=3.04, Synergy_Loewe=-4.63, Synergy_HSA=-1.25. (4) Drug 1: C1=CC(=CC=C1CCC2=CNC3=C2C(=O)NC(=N3)N)C(=O)NC(CCC(=O)O)C(=O)O. Drug 2: CC(C1=C(C=CC(=C1Cl)F)Cl)OC2=C(N=CC(=C2)C3=CN(N=C3)C4CCNCC4)N. Synergy scores: CSS=19.6, Synergy_ZIP=-4.58, Synergy_Bliss=-4.13, Synergy_Loewe=0.0243, Synergy_HSA=0.310. Cell line: CAKI-1. (5) Drug 1: C1CC(C1)(C(=O)O)C(=O)O.[NH2-].[NH2-].[Pt+2]. Drug 2: CC12CCC3C(C1CCC2O)C(CC4=C3C=CC(=C4)O)CCCCCCCCCS(=O)CCCC(C(F)(F)F)(F)F. Synergy scores: CSS=14.7, Synergy_ZIP=-3.85, Synergy_Bliss=-0.716, Synergy_Loewe=0.722, Synergy_HSA=1.30. Cell line: PC-3. (6) Drug 1: CNC(=O)C1=CC=CC=C1SC2=CC3=C(C=C2)C(=NN3)C=CC4=CC=CC=N4. Drug 2: CN(C(=O)NC(C=O)C(C(C(CO)O)O)O)N=O. Cell line: BT-549. Synergy scores: CSS=-7.53, Synergy_ZIP=0.118, Synergy_Bliss=-6.48, Synergy_Loewe=-7.81, Synergy_HSA=-8.15. (7) Drug 1: CN1CCC(CC1)COC2=C(C=C3C(=C2)N=CN=C3NC4=C(C=C(C=C4)Br)F)OC. Drug 2: CC12CCC3C(C1CCC2O)C(CC4=C3C=CC(=C4)O)CCCCCCCCCS(=O)CCCC(C(F)(F)F)(F)F. Cell line: SN12C. Synergy scores: CSS=13.9, Synergy_ZIP=-5.06, Synergy_Bliss=-2.20, Synergy_Loewe=-1.54, Synergy_HSA=-1.01. (8) Drug 1: C1=CC(=C2C(=C1NCCNCCO)C(=O)C3=C(C=CC(=C3C2=O)O)O)NCCNCCO. Drug 2: CC1=C(N=C(N=C1N)C(CC(=O)N)NCC(C(=O)N)N)C(=O)NC(C(C2=CN=CN2)OC3C(C(C(C(O3)CO)O)O)OC4C(C(C(C(O4)CO)O)OC(=O)N)O)C(=O)NC(C)C(C(C)C(=O)NC(C(C)O)C(=O)NCCC5=NC(=CS5)C6=NC(=CS6)C(=O)NCCC[S+](C)C)O. Cell line: HL-60(TB). Synergy scores: CSS=66.1, Synergy_ZIP=5.59, Synergy_Bliss=5.57, Synergy_Loewe=-10.2, Synergy_HSA=4.50. (9) Drug 1: C1=C(C(=O)NC(=O)N1)F. Drug 2: B(C(CC(C)C)NC(=O)C(CC1=CC=CC=C1)NC(=O)C2=NC=CN=C2)(O)O. Cell line: SF-295. Synergy scores: CSS=32.8, Synergy_ZIP=-1.36, Synergy_Bliss=0.470, Synergy_Loewe=4.27, Synergy_HSA=4.19. (10) Drug 1: C1CCC(C1)C(CC#N)N2C=C(C=N2)C3=C4C=CNC4=NC=N3. Drug 2: CC12CCC3C(C1CCC2O)C(CC4=C3C=CC(=C4)O)CCCCCCCCCS(=O)CCCC(C(F)(F)F)(F)F. Cell line: UO-31. Synergy scores: CSS=17.6, Synergy_ZIP=-5.12, Synergy_Bliss=0.0771, Synergy_Loewe=1.48, Synergy_HSA=1.57.